Dataset: Full USPTO retrosynthesis dataset with 1.9M reactions from patents (1976-2016). Task: Predict the reactants needed to synthesize the given product. (1) Given the product [Cl:10][C:11]1[CH:12]=[C:13]([C:2]2[O:6][C:5]([CH3:7])=[C:4]([CH:8]=[O:9])[CH:3]=2)[CH:14]=[N:15][CH:16]=1, predict the reactants needed to synthesize it. The reactants are: Br[C:2]1[O:6][C:5]([CH3:7])=[C:4]([CH:8]=[O:9])[CH:3]=1.[Cl:10][C:11]1[CH:12]=[C:13](B(O)O)[CH:14]=[N:15][CH:16]=1.C(=O)([O-])[O-].[Na+].[Na+].COCCOC. (2) Given the product [CH2:1]([N:8]1[CH2:12][CH2:11][CH:10]([C:13](=[O:16])[CH2:14][F:36])[C:9]1=[O:17])[C:2]1[CH:7]=[CH:6][CH:5]=[CH:4][CH:3]=1, predict the reactants needed to synthesize it. The reactants are: [CH2:1]([N:8]1[CH2:12][CH2:11][CH:10]([C:13](=[O:16])[CH2:14]Br)[C:9]1=[O:17])[C:2]1[CH:7]=[CH:6][CH:5]=[CH:4][CH:3]=1.C1OCCOCCOCCOCCOCCOC1.[F-:36].[K+].